From a dataset of Forward reaction prediction with 1.9M reactions from USPTO patents (1976-2016). Predict the product of the given reaction. (1) Given the reactants [NH2:1][CH2:2][CH2:3][C:4]1[C:12]2[C:7](=[CH:8][CH:9]=[CH:10][CH:11]=2)[NH:6][CH:5]=1.C(=O)(O)[O-].[Na+].[N+:18]([C:21]1[CH:27]=[C:26]([N+:28]([O-:30])=[O:29])[C:25](F)=[CH:24][C:22]=1[NH2:23])([O-:20])=[O:19], predict the reaction product. The product is: [N+:28]([C:26]1[CH:27]=[C:21]([N+:18]([O-:20])=[O:19])[C:22]([NH2:23])=[CH:24][C:25]=1[NH:1][CH2:2][CH2:3][C:4]1[C:12]2[C:7](=[CH:8][CH:9]=[CH:10][CH:11]=2)[NH:6][CH:5]=1)([O-:30])=[O:29]. (2) Given the reactants [C:1]([O:5][C:6]([N:8]1[CH2:12][CH2:11][C@H:10]([C@H:13]([OH:16])[CH2:14][OH:15])[CH2:9]1)=[O:7])([CH3:4])([CH3:3])[CH3:2].[CH2:17](Br)[C:18]1[CH:23]=[CH:22][CH:21]=[CH:20][CH:19]=1, predict the reaction product. The product is: [C:1]([O:5][C:6]([N:8]1[CH2:12][CH2:11][C@H:10]([C@H:13]([OH:16])[CH2:14][O:15][CH2:17][C:18]2[CH:23]=[CH:22][CH:21]=[CH:20][CH:19]=2)[CH2:9]1)=[O:7])([CH3:4])([CH3:2])[CH3:3]. (3) Given the reactants C(O)(C(F)(F)F)=O.C(OC([N:15]1[CH2:18][CH:17]([C:19]([N:21]2[CH2:25][CH2:24][CH2:23][CH2:22]2)=[O:20])[CH2:16]1)=O)(C)(C)C, predict the reaction product. The product is: [NH:15]1[CH2:16][CH:17]([C:19]([N:21]2[CH2:22][CH2:23][CH2:24][CH2:25]2)=[O:20])[CH2:18]1. (4) Given the reactants Cl.[NH2:2][CH:3]1[CH2:12][C:11]2[CH:10]=[C:9]([OH:13])[CH:8]=[CH:7][C:6]=2[CH2:5][CH2:4]1.CN(C=O)C.[C:19]([O:23][C:24](O[C:24]([O:23][C:19]([CH3:22])([CH3:21])[CH3:20])=[O:25])=[O:25])([CH3:22])([CH3:21])[CH3:20], predict the reaction product. The product is: [OH:13][C:9]1[CH:10]=[C:11]2[C:6]([CH2:5][CH2:4][CH:3]([NH:2][C:24](=[O:25])[O:23][C:19]([CH3:22])([CH3:21])[CH3:20])[CH2:12]2)=[CH:7][CH:8]=1.